This data is from Reaction yield outcomes from USPTO patents with 853,638 reactions. The task is: Predict the reaction yield, written as a fraction of the theoretical maximum amount of product (1.0 means a 100% yield; for example, 0.34 means a 34% yield). The reactants are [CH2:1]1[O:5][C@@H:4]2[C@H:6]([OH:9])[CH2:7][O:8][C@@H:3]2[C@@H:2]1[OH:10].[C:11]1([CH3:21])[CH:16]=[CH:15][C:14]([S:17](Cl)(=[O:19])=[O:18])=[CH:13][CH:12]=1.[OH-:22].[K+]. The catalyst is C(Cl)(Cl)(Cl)Cl.ClCCl.O. The product is [CH3:21][C:11]1[CH:16]=[CH:15][C:14]([S:17]([O:10][C@@H:2]2[CH2:1][O:5][C@@H:4]3[C@H:6]([O:9][S:17]([C:14]4[CH:15]=[CH:16][C:11]([CH3:21])=[CH:12][CH:13]=4)(=[O:18])=[O:22])[CH2:7][O:8][C@H:3]23)(=[O:19])=[O:18])=[CH:13][CH:12]=1. The yield is 0.480.